Dataset: NCI-60 drug combinations with 297,098 pairs across 59 cell lines. Task: Regression. Given two drug SMILES strings and cell line genomic features, predict the synergy score measuring deviation from expected non-interaction effect. (1) Synergy scores: CSS=18.6, Synergy_ZIP=-3.85, Synergy_Bliss=3.40, Synergy_Loewe=-10.9, Synergy_HSA=1.18. Drug 1: CC1CCC2CC(C(=CC=CC=CC(CC(C(=O)C(C(C(=CC(C(=O)CC(OC(=O)C3CCCCN3C(=O)C(=O)C1(O2)O)C(C)CC4CCC(C(C4)OC)O)C)C)O)OC)C)C)C)OC. Cell line: M14. Drug 2: CN(CC1=CN=C2C(=N1)C(=NC(=N2)N)N)C3=CC=C(C=C3)C(=O)NC(CCC(=O)O)C(=O)O. (2) Drug 1: C1=CN(C=N1)CC(O)(P(=O)(O)O)P(=O)(O)O. Drug 2: CS(=O)(=O)OCCCCOS(=O)(=O)C. Cell line: A549. Synergy scores: CSS=19.3, Synergy_ZIP=-6.01, Synergy_Bliss=-2.17, Synergy_Loewe=-0.869, Synergy_HSA=-1.34. (3) Drug 1: CC1C(C(=O)NC(C(=O)N2CCCC2C(=O)N(CC(=O)N(C(C(=O)O1)C(C)C)C)C)C(C)C)NC(=O)C3=C4C(=C(C=C3)C)OC5=C(C(=O)C(=C(C5=N4)C(=O)NC6C(OC(=O)C(N(C(=O)CN(C(=O)C7CCCN7C(=O)C(NC6=O)C(C)C)C)C)C(C)C)C)N)C. Drug 2: C1C(C(OC1N2C=NC3=C(N=C(N=C32)Cl)N)CO)O. Cell line: NCI-H226. Synergy scores: CSS=7.11, Synergy_ZIP=7.19, Synergy_Bliss=11.9, Synergy_Loewe=9.32, Synergy_HSA=9.96. (4) Drug 1: CCC1=CC2CC(C3=C(CN(C2)C1)C4=CC=CC=C4N3)(C5=C(C=C6C(=C5)C78CCN9C7C(C=CC9)(C(C(C8N6C)(C(=O)OC)O)OC(=O)C)CC)OC)C(=O)OC.C(C(C(=O)O)O)(C(=O)O)O. Drug 2: CC1=C(C=C(C=C1)C(=O)NC2=CC(=CC(=C2)C(F)(F)F)N3C=C(N=C3)C)NC4=NC=CC(=N4)C5=CN=CC=C5. Cell line: DU-145. Synergy scores: CSS=46.0, Synergy_ZIP=2.96, Synergy_Bliss=4.76, Synergy_Loewe=-16.1, Synergy_HSA=0.190. (5) Drug 1: CN(C)N=NC1=C(NC=N1)C(=O)N. Drug 2: C1=NC2=C(N=C(N=C2N1C3C(C(C(O3)CO)O)O)F)N. Cell line: DU-145. Synergy scores: CSS=1.74, Synergy_ZIP=-2.27, Synergy_Bliss=-2.68, Synergy_Loewe=-6.90, Synergy_HSA=-4.62. (6) Drug 1: C1=CC(=CC=C1CCCC(=O)O)N(CCCl)CCCl. Drug 2: C1CCC(C(C1)N)N.C(=O)(C(=O)[O-])[O-].[Pt+4]. Cell line: SW-620. Synergy scores: CSS=52.5, Synergy_ZIP=-0.339, Synergy_Bliss=-0.333, Synergy_Loewe=-19.1, Synergy_HSA=5.85.